Dataset: NCI-60 drug combinations with 297,098 pairs across 59 cell lines. Task: Regression. Given two drug SMILES strings and cell line genomic features, predict the synergy score measuring deviation from expected non-interaction effect. Drug 1: C(CC(=O)O)C(=O)CN.Cl. Drug 2: CCC1(C2=C(COC1=O)C(=O)N3CC4=CC5=C(C=CC(=C5CN(C)C)O)N=C4C3=C2)O.Cl. Cell line: M14. Synergy scores: CSS=30.0, Synergy_ZIP=-2.59, Synergy_Bliss=0.230, Synergy_Loewe=-21.3, Synergy_HSA=1.26.